This data is from M1 muscarinic receptor antagonist screen with 61,756 compounds. The task is: Binary Classification. Given a drug SMILES string, predict its activity (active/inactive) in a high-throughput screening assay against a specified biological target. The molecule is O=C(NC1CCN(CC1)C(=O)NCc1ccccc1)C(NC(=O)C)Cc1ccc(OC)cc1. The result is 0 (inactive).